Predict the reactants needed to synthesize the given product. From a dataset of Full USPTO retrosynthesis dataset with 1.9M reactions from patents (1976-2016). (1) Given the product [Cl:22][CH2:12][C:11]1([CH3:21])[CH2:10][CH2:9][CH:8]([CH2:1][C:2]2[CH:7]=[CH:6][CH:5]=[CH:4][CH:3]=2)[C:14]1([CH2:15][N:16]1[CH:20]=[N:19][CH:18]=[N:17]1)[OH:13], predict the reactants needed to synthesize it. The reactants are: [CH2:1]([CH:8]1[C:14]2([CH2:15][N:16]3[CH:20]=[N:19][CH:18]=[N:17]3)[C:11]([CH3:21])([CH2:12][O:13]2)[CH2:10][CH2:9]1)[C:2]1[CH:7]=[CH:6][CH:5]=[CH:4][CH:3]=1.[Cl:22]C1C=CC(CC2C3(CN4C=NC=N4)C(C)(CO3)CC2)=CC=1.[Cl-].[Li+].O.C1(C)C=CC(S(O)(=O)=O)=CC=1. (2) Given the product [CH:20]1([C:5]2[C:6]([NH:8][C:9]3[CH:19]=[CH:18][CH:17]=[CH:16][C:10]=3[C:11]([NH:13][O:14][CH3:15])=[O:12])=[CH:7][C:2]([NH:29][C:28]3[N:24]([CH3:23])[N:25]=[C:26]([CH3:30])[CH:27]=3)=[N:3][CH:4]=2)[CH2:22][CH2:21]1, predict the reactants needed to synthesize it. The reactants are: Cl[C:2]1[CH:7]=[C:6]([NH:8][C:9]2[CH:19]=[CH:18][CH:17]=[CH:16][C:10]=2[C:11]([NH:13][O:14][CH3:15])=[O:12])[C:5]([CH:20]2[CH2:22][CH2:21]2)=[CH:4][N:3]=1.[CH3:23][N:24]1[C:28]([NH2:29])=[CH:27][C:26]([CH3:30])=[N:25]1.C([O-])([O-])=O.[Cs+].[Cs+].CC1(C)C2C(=C(P(C3C=CC=CC=3)C3C=CC=CC=3)C=CC=2)OC2C(P(C3C=CC=CC=3)C3C=CC=CC=3)=CC=CC1=2. (3) Given the product [NH2:38][C:37]1[N:39]=[C:7]([CH:3]2[CH2:4][CH2:5][CH2:6][N:1]([C:10]([O:12][CH2:13][C:14]3[CH:19]=[CH:18][CH:17]=[CH:16][CH:15]=3)=[O:11])[CH2:2]2)[CH:21]=[C:32]([OH:35])[N:36]=1, predict the reactants needed to synthesize it. The reactants are: [N:1]1([C:10]([O:12][CH2:13][C:14]2[CH:19]=[CH:18][CH:17]=[CH:16][CH:15]=2)=[O:11])[CH2:6][CH2:5][CH2:4][CH:3]([C:7]([O-])=O)[CH2:2]1.Cl.[CH3:21]N(C)CCCN=C=NCC.[C:32](=[O:35])([O-])[O-].[NH2:36][C:37]([NH2:39])=[NH2+:38].NC(N)=[NH2+]. (4) Given the product [Cl:19][C:20]1[CH:21]=[N:22][CH:23]=[C:24]([Cl:28])[C:25]=1[CH2:26][O:27][CH:6]1[CH2:5][CH2:4][CH2:3][CH2:2][O:1]1, predict the reactants needed to synthesize it. The reactants are: [O:1]1[CH:6]=[CH:5][CH2:4][CH2:3][CH2:2]1.O.C1(C)C=CC(S(O)(=O)=O)=CC=1.[Cl:19][C:20]1[CH:21]=[N:22][CH:23]=[C:24]([Cl:28])[C:25]=1[CH2:26][OH:27]. (5) Given the product [CH3:36][O:35][CH2:34][C:5]1[NH:4][C:3](=[O:2])[C:8]2=[C:9]([CH3:33])[N:10]([CH2:25][O:26][CH2:27][CH2:28][Si:29]([CH3:30])([CH3:32])[CH3:31])[C:11]([C:12]3[CH:17]=[CH:16][CH:15]=[CH:14][C:13]=3[O:18][C:19]3[CH:24]=[CH:23][CH:22]=[CH:21][CH:20]=3)=[C:7]2[CH:6]=1, predict the reactants needed to synthesize it. The reactants are: C[O:2][C:3]1[C:8]2=[C:9]([CH3:33])[N:10]([CH2:25][O:26][CH2:27][CH2:28][Si:29]([CH3:32])([CH3:31])[CH3:30])[C:11]([C:12]3[CH:17]=[CH:16][CH:15]=[CH:14][C:13]=3[O:18][C:19]3[CH:24]=[CH:23][CH:22]=[CH:21][CH:20]=3)=[C:7]2[CH:6]=[C:5]([CH2:34][O:35][CH3:36])[N:4]=1.[I-].[Li+]. (6) Given the product [N+:2]([C:5]1[CH:10]=[CH:9][C:8]([NH:11][CH:12]2[CH2:17][CH2:16][N:15]([CH:18]([OH:21])[CH3:25])[CH2:14][CH2:13]2)=[CH:7][CH:6]=1)([O-:4])=[O:3], predict the reactants needed to synthesize it. The reactants are: Cl.[N+:2]([C:5]1[CH:10]=[CH:9][C:8]([NH:11][CH:12]2[CH2:17][CH2:16][NH:15][CH2:14][CH2:13]2)=[CH:7][CH:6]=1)([O-:4])=[O:3].[C:18]([O-:21])([O-])=O.[K+].[K+].Br[CH2:25]CF. (7) Given the product [Br:1][C:2]1[C:3]([C:8]([N:11]2[CH2:16][CH2:15][O:14][CH2:13][CH2:12]2)=[O:10])=[N:4][CH:5]=[CH:6][CH:7]=1, predict the reactants needed to synthesize it. The reactants are: [Br:1][C:2]1[C:3]([C:8]([OH:10])=O)=[N:4][CH:5]=[CH:6][CH:7]=1.[NH:11]1[CH2:16][CH2:15][O:14][CH2:13][CH2:12]1.CCN=C=NCCCN(C)C.C1C=CC2N(O)N=NC=2C=1.C(N(CC)CC)C. (8) The reactants are: [CH3:1][O:2][C:3]1[CH:9]=[CH:8][C:6]([NH2:7])=[C:5]([N+:10]([O-:12])=[O:11])[CH:4]=1.[CH:13]1([CH3:25])[CH2:18][CH2:17][CH:16]([CH:19]([CH3:21])[CH3:20])[CH:15]([C:22](Cl)=[O:23])[CH2:14]1.C(Cl)Cl.Cl. Given the product [CH3:1][O:2][C:3]1[CH:9]=[CH:8][C:6]([NH:7][C:22]([CH:15]2[CH2:14][CH:13]([CH3:25])[CH2:18][CH2:17][CH:16]2[CH:19]([CH3:21])[CH3:20])=[O:23])=[C:5]([N+:10]([O-:12])=[O:11])[CH:4]=1, predict the reactants needed to synthesize it. (9) Given the product [CH3:1][S:2]([O:5][CH2:6][CH2:7][O:8][C:9]1[CH:10]=[C:11]2[C:16](=[CH:17][C:18]=1[O:19][CH3:20])[N:15]=[CH:14][C:13]([C:27]1[CH:26]=[CH:25][C:24]([CH2:38][C:39](=[O:40])[NH:41][C:42]3[CH:46]=[C:45]([C:47]([CH3:53])([CH3:52])[C:48]([F:51])([F:49])[F:50])[O:44][N:43]=3)=[C:23]([F:22])[CH:28]=1)=[CH:12]2)(=[O:4])=[O:3], predict the reactants needed to synthesize it. The reactants are: [CH3:1][S:2]([O:5][CH2:6][CH2:7][O:8][C:9]1[CH:10]=[C:11]2[C:16](=[CH:17][C:18]=1[O:19][CH3:20])[N:15]=[CH:14][C:13](Br)=[CH:12]2)(=[O:4])=[O:3].[F:22][C:23]1[CH:28]=[C:27](B2OC(C)(C)C(C)(C)O2)[CH:26]=[CH:25][C:24]=1[CH2:38][C:39]([NH:41][C:42]1[CH:46]=[C:45]([C:47]([CH3:53])([CH3:52])[C:48]([F:51])([F:50])[F:49])[O:44][N:43]=1)=[O:40].C([O-])([O-])=O.[Na+].[Na+].[O-]S([O-])(=O)=O.[Na+].[Na+].